From a dataset of Full USPTO retrosynthesis dataset with 1.9M reactions from patents (1976-2016). Predict the reactants needed to synthesize the given product. (1) The reactants are: Cl[S:2]([OH:5])(=[O:4])=[O:3].[CH:6]([N:9]1[C:13]([C:14]2[N:23]=[C:22]3[N:16]([CH2:17][CH2:18][O:19][C:20]4[CH:27]=[CH:26][CH:25]=[CH:24][C:21]=43)[CH:15]=2)=[N:12][CH:11]=[N:10]1)([CH3:8])[CH3:7].[OH-].[Na+:29]. Given the product [CH:6]([N:9]1[C:13]([C:14]2[N:23]=[C:22]3[N:16]([CH2:17][CH2:18][O:19][C:20]4[CH:27]=[CH:26][C:25]([S:2]([O-:5])(=[O:4])=[O:3])=[CH:24][C:21]=43)[CH:15]=2)=[N:12][CH:11]=[N:10]1)([CH3:8])[CH3:7].[Na+:29], predict the reactants needed to synthesize it. (2) Given the product [C:6]([NH:1][CH2:2][CH2:3][CH2:4][OH:5])([O:8][C:9]([CH3:12])([CH3:11])[CH3:10])=[O:7], predict the reactants needed to synthesize it. The reactants are: [NH2:1][CH2:2][CH2:3][CH2:4][OH:5].[C:6](O[C:6]([O:8][C:9]([CH3:12])([CH3:11])[CH3:10])=[O:7])([O:8][C:9]([CH3:12])([CH3:11])[CH3:10])=[O:7]. (3) Given the product [CH3:1][O:2][C:3]1[CH:4]=[C:5]([CH:9]=[C:10]([N+:12]([O-:14])=[O:13])[CH:11]=1)[C:6]([Cl:19])=[O:7], predict the reactants needed to synthesize it. The reactants are: [CH3:1][O:2][C:3]1[CH:4]=[C:5]([CH:9]=[C:10]([N+:12]([O-:14])=[O:13])[CH:11]=1)[C:6](O)=[O:7].C(Cl)(C([Cl:19])=O)=O.CN(C=O)C.